Dataset: Catalyst prediction with 721,799 reactions and 888 catalyst types from USPTO. Task: Predict which catalyst facilitates the given reaction. Reactant: [I:1][C:2]1[CH:7]=[CH:6][N:5]=[C:4]([C:8]([OH:10])=O)[CH:3]=1.[CH:11]([N:14](CC)[CH:15](C)[CH3:16])(C)[CH3:12].CC(C)(C)C(Cl)=O.C(NCC)C. Product: [CH2:11]([N:14]([CH2:15][CH3:16])[C:8]([C:4]1[CH:3]=[C:2]([I:1])[CH:7]=[CH:6][N:5]=1)=[O:10])[CH3:12]. The catalyst class is: 46.